From a dataset of Peptide-MHC class II binding affinity with 134,281 pairs from IEDB. Regression. Given a peptide amino acid sequence and an MHC pseudo amino acid sequence, predict their binding affinity value. This is MHC class II binding data. (1) The peptide sequence is KKDQVVMTSLALVGAALK. The MHC is DRB4_0103 with pseudo-sequence DRB4_0103. The binding affinity (normalized) is 0.610. (2) The peptide sequence is NALQNLARTISEAGQ. The MHC is DRB5_0101 with pseudo-sequence DRB5_0101. The binding affinity (normalized) is 0.118. (3) The binding affinity (normalized) is 0.556. The MHC is H-2-IAb with pseudo-sequence H-2-IAb. The peptide sequence is SQEASGSVANEANVY.